From a dataset of TCR-epitope binding with 47,182 pairs between 192 epitopes and 23,139 TCRs. Binary Classification. Given a T-cell receptor sequence (or CDR3 region) and an epitope sequence, predict whether binding occurs between them. (1) The epitope is SQASSRSSSR. The TCR CDR3 sequence is CASSQDLPSGQETQYF. Result: 1 (the TCR binds to the epitope). (2) Result: 0 (the TCR does not bind to the epitope). The TCR CDR3 sequence is CATSEGDTLIDTQYF. The epitope is LLLGIGILV. (3) The epitope is PKYVKQNTLKLAT. The TCR CDR3 sequence is CASSLDSYEQYF. Result: 0 (the TCR does not bind to the epitope).